Predict the reactants needed to synthesize the given product. From a dataset of Full USPTO retrosynthesis dataset with 1.9M reactions from patents (1976-2016). The reactants are: [CH3:1][O:2][C:3]1[CH:4]=[C:5]2[C:10](=[CH:11][C:12]=1[O:13][CH2:14][CH2:15][CH2:16][N:17]1[CH2:22][CH2:21][O:20][CH2:19][CH2:18]1)[N:9]=[CH:8][NH:7][C:6]2=O.P(Cl)(Cl)(Cl)=O.C(N(CC)CC)C.[Cl:36][C:37]1[CH:38]=[C:39]([CH:41]=[CH:42][C:43]=1[F:44])[NH2:40]. Given the product [Cl:36][C:37]1[CH:38]=[C:39]([CH:41]=[CH:42][C:43]=1[F:44])[NH:40][C:6]1[C:5]2[C:10](=[CH:11][C:12]([O:13][CH2:14][CH2:15][CH2:16][N:17]3[CH2:22][CH2:21][O:20][CH2:19][CH2:18]3)=[C:3]([O:2][CH3:1])[CH:4]=2)[N:9]=[CH:8][N:7]=1, predict the reactants needed to synthesize it.